Predict the reactants needed to synthesize the given product. From a dataset of Full USPTO retrosynthesis dataset with 1.9M reactions from patents (1976-2016). (1) Given the product [C:32]1([S:38]([O:24][C:18]2[CH:17]=[C:16]([CH:21]=[CH:20][C:19]=2[O:22][CH3:23])[C:15]([NH:14][C:5]2([C:3]([OH:2])=[O:4])[CH2:6][C:7]3[C:12](=[CH:11][CH:10]=[CH:9][CH:8]=3)[CH2:13]2)=[O:25])(=[O:40])=[O:39])[CH:37]=[CH:36][CH:35]=[CH:34][CH:33]=1, predict the reactants needed to synthesize it. The reactants are: C[O:2][C:3]([C:5]1([NH:14][C:15](=[O:25])[C:16]2[CH:21]=[CH:20][C:19]([O:22][CH3:23])=[C:18]([OH:24])[CH:17]=2)[CH2:13][C:12]2[C:7](=[CH:8][CH:9]=[CH:10][CH:11]=2)[CH2:6]1)=[O:4].C(=O)([O-])[O-].[K+].[K+].[C:32]1([S:38](Cl)(=[O:40])=[O:39])[CH:37]=[CH:36][CH:35]=[CH:34][CH:33]=1. (2) Given the product [C:12]([O:16][C:17]([N:19]1[CH2:24][CH2:23][N:22]([C:2]2[CH:7]=[C:6]([CH:8]([F:10])[F:9])[CH:5]=[C:4]([Cl:11])[N:3]=2)[CH2:21][CH2:20]1)=[O:18])([CH3:15])([CH3:13])[CH3:14], predict the reactants needed to synthesize it. The reactants are: Cl[C:2]1[CH:7]=[C:6]([CH:8]([F:10])[F:9])[CH:5]=[C:4]([Cl:11])[N:3]=1.[C:12]([O:16][C:17]([N:19]1[CH2:24][CH2:23][NH:22][CH2:21][CH2:20]1)=[O:18])([CH3:15])([CH3:14])[CH3:13].CCN(CC)CC.